Task: Predict the reactants needed to synthesize the given product.. Dataset: Full USPTO retrosynthesis dataset with 1.9M reactions from patents (1976-2016) (1) The reactants are: [Br:1][C:2]1[CH:11]=[CH:10][CH:9]=[C:8]2[C:3]=1[CH2:4][CH2:5][CH2:6][N:7]2[C:12](Cl)=[O:13].[CH3:15][C:16]1[C:25]([CH3:26])=[CH:24][CH:23]=[CH:22][C:17]=1[O:18][CH2:19][CH2:20][OH:21].CC(C)([O-])C.[K+]. Given the product [Br:1][C:2]1[CH:11]=[CH:10][CH:9]=[C:8]2[C:3]=1[CH2:4][CH2:5][CH2:6][N:7]2[C:12]([O:21][CH2:20][CH2:19][O:18][C:17]1[CH:22]=[CH:23][CH:24]=[C:25]([CH3:26])[C:16]=1[CH3:15])=[O:13], predict the reactants needed to synthesize it. (2) Given the product [CH3:1][C:2]1[C:6]([C:7]2[CH:16]=[CH:15][C:10]([C:11]([OH:13])=[O:12])=[CH:9][C:8]=2[CH3:17])=[C:5]([CH3:18])[O:4][N:3]=1, predict the reactants needed to synthesize it. The reactants are: [CH3:1][C:2]1[C:6]([C:7]2[CH:16]=[CH:15][C:10]([C:11]([O:13]C)=[O:12])=[CH:9][C:8]=2[CH3:17])=[C:5]([CH3:18])[O:4][N:3]=1.[OH-].[Na+].